From a dataset of Reaction yield outcomes from USPTO patents with 853,638 reactions. Predict the reaction yield, written as a fraction of the theoretical maximum amount of product (1.0 means a 100% yield; for example, 0.34 means a 34% yield). (1) The reactants are Br[C:2]1[C:3]([NH2:20])=[N:4][CH:5]=[C:6]([C:8]2[CH:13]=[CH:12][C:11]([S:14]([CH:17]([CH3:19])[CH3:18])(=[O:16])=[O:15])=[CH:10][CH:9]=2)[N:7]=1.[C:21]([C:23]1[N:28]=[C:27]([NH2:29])[CH:26]=[CH:25][CH:24]=1)#[CH:22].C1CCN2C(=NCCC2)CC1. The catalyst is C(#N)C.[Pd]. The product is [NH2:29][C:27]1[N:28]=[C:23]([C:21]#[C:22][C:2]2[C:3]([NH2:20])=[N:4][CH:5]=[C:6]([C:8]3[CH:13]=[CH:12][C:11]([S:14]([CH:17]([CH3:19])[CH3:18])(=[O:16])=[O:15])=[CH:10][CH:9]=3)[N:7]=2)[CH:24]=[CH:25][CH:26]=1. The yield is 0.260. (2) The reactants are C(O)(C(F)(F)F)=O.C(OC(=O)[NH:14][C@H:15]1[CH2:20][CH2:19][C@@H:18]([CH2:21][N:22]2[C:26]3=[N:27][C:28]([NH:31][C:32]4[CH:37]=[CH:36][C:35]([CH3:38])=[C:34]([S:39](=[O:42])(=[O:41])[NH2:40])[CH:33]=4)=[N:29][CH:30]=[C:25]3[CH:24]=[N:23]2)[CH2:17][CH2:16]1)(C)(C)C. The catalyst is C(Cl)Cl. The product is [NH2:14][C@@H:15]1[CH2:16][CH2:17][C@H:18]([CH2:21][N:22]2[C:26]3=[N:27][C:28]([NH:31][C:32]4[CH:37]=[CH:36][C:35]([CH3:38])=[C:34]([S:39]([NH2:40])(=[O:42])=[O:41])[CH:33]=4)=[N:29][CH:30]=[C:25]3[CH:24]=[N:23]2)[CH2:19][CH2:20]1. The yield is 0.950. (3) The reactants are [NH2:1][C:2]1[CH:3]=[C:4]([CH:8]=[C:9]([C:11]2[CH2:12][CH2:13][O:14][CH2:15][CH:16]=2)[CH:10]=1)[C:5]([OH:7])=[O:6].[CH3:17][O:18][C:19]1[N:24]=[C:23]([O:25][CH3:26])[C:22]([C:27]2[CH:36]=[C:35]3[C:30]([C:31](Cl)=[C:32]([C:37]([NH2:39])=[O:38])[CH:33]=[N:34]3)=[CH:29][CH:28]=2)=[CH:21][N:20]=1. The catalyst is C(O)(=O)C. The product is [NH2:39][C:37]([C:32]1[CH:33]=[N:34][C:35]2[C:30]([C:31]=1[NH:1][C:2]1[CH:3]=[C:4]([CH:8]=[C:9]([C:11]3[CH2:16][CH2:15][O:14][CH2:13][CH:12]=3)[CH:10]=1)[C:5]([OH:7])=[O:6])=[CH:29][CH:28]=[C:27]([C:22]1[C:23]([O:25][CH3:26])=[N:24][C:19]([O:18][CH3:17])=[N:20][CH:21]=1)[CH:36]=2)=[O:38]. The yield is 0.780. (4) The reactants are C(N(C(C)C)CC)(C)C.[Cl:10][C:11]1[CH:19]=[C:18]([CH:20]([OH:30])[CH:21]=[CH:22][C:23]2[CH:28]=[CH:27][CH:26]=[C:25]([OH:29])[CH:24]=2)[CH:17]=[CH:16][C:12]=1[C:13]([OH:15])=O.[CH3:31][O:32][C:33](=[O:42])[CH:34]([P:36]([O:40][CH3:41])([O:38][CH3:39])=[O:37])[NH2:35].COC(=O)C(P(OC)(OC)=O)NC(OCC1C=CC=CC=1)=O.F[P-](F)(F)(F)(F)F.N1(OC(N(C)C)=[N+](C)C)C2C=CC=CC=2N=N1. The catalyst is CN(C)C=O.CO.C(OCC)(=O)C. The product is [CH3:31][O:32][C:33](=[O:42])[CH:34]([P:36]([O:38][CH3:39])([O:40][CH3:41])=[O:37])[NH:35][C:13](=[O:15])[C:12]1[CH:16]=[CH:17][C:18]([CH:20]([OH:30])[CH:21]=[CH:22][C:23]2[CH:28]=[CH:27][CH:26]=[C:25]([OH:29])[CH:24]=2)=[CH:19][C:11]=1[Cl:10]. The yield is 0.720. (5) The reactants are [N+:1]([C:4]1[CH:5]=[C:6]([CH:10]=[C:11]([C:13]([F:16])([F:15])[F:14])[CH:12]=1)[C:7](O)=[O:8])([O-:3])=[O:2].O=S(Cl)[Cl:19].CC(=O)OCC. The catalyst is C(Cl)Cl. The product is [N+:1]([C:4]1[CH:5]=[C:6]([CH:10]=[C:11]([C:13]([F:16])([F:15])[F:14])[CH:12]=1)[C:7]([Cl:19])=[O:8])([O-:3])=[O:2]. The yield is 0.760.